This data is from Forward reaction prediction with 1.9M reactions from USPTO patents (1976-2016). The task is: Predict the product of the given reaction. (1) The product is: [NH2:1][C:2]1[N:7]([C:8]2[C:9]([F:16])=[CH:10][C:11]([O:15][CH2:31][CH2:30][O:29][CH3:28])=[CH:12][C:13]=2[F:14])[C:6](=[O:17])[CH:5]=[CH:4][C:3]=1[C:18](=[O:27])[C:19]1[CH:24]=[CH:23][C:22]([F:25])=[CH:21][C:20]=1[F:26]. Given the reactants [NH2:1][C:2]1[N:7]([C:8]2[C:13]([F:14])=[CH:12][C:11]([OH:15])=[CH:10][C:9]=2[F:16])[C:6](=[O:17])[CH:5]=[CH:4][C:3]=1[C:18](=[O:27])[C:19]1[CH:24]=[CH:23][C:22]([F:25])=[CH:21][C:20]=1[F:26].[CH3:28][O:29][CH2:30][CH2:31]Br.C(=O)([O-])[O-].[K+].[K+].[I-].[K+], predict the reaction product. (2) Given the reactants [N:1]1[C:2]([CH2:10][N:11]([CH:24]2[C:33]3[N:32]=[CH:31][CH:30]=[CH:29][C:28]=3[CH2:27][CH2:26][CH2:25]2)[CH2:12][CH2:13][CH2:14][CH2:15][NH:16]C(=O)OC(C)(C)C)=[CH:3][N:4]2[CH:9]=[CH:8][CH:7]=[CH:6][C:5]=12.[Br:34]N1C(=O)CCC1=O.FC(F)(F)C(O)=O, predict the reaction product. The product is: [Br:34][C:3]1[N:4]2[CH:9]=[CH:8][CH:7]=[CH:6][C:5]2=[N:1][C:2]=1[CH2:10][N:11]([CH:24]1[C:33]2[N:32]=[CH:31][CH:30]=[CH:29][C:28]=2[CH2:27][CH2:26][CH2:25]1)[CH2:12][CH2:13][CH2:14][CH2:15][NH2:16].